Dataset: Reaction yield outcomes from USPTO patents with 853,638 reactions. Task: Predict the reaction yield, written as a fraction of the theoretical maximum amount of product (1.0 means a 100% yield; for example, 0.34 means a 34% yield). (1) The product is [F:11][C:12]1[CH:17]=[CH:16][C:15]([C:18](=[O:20])[CH2:19][C:1]([O:5][CH2:6][CH3:7])=[O:8])=[CH:14][CH:13]=1. The reactants are [C:1](=[O:8])([O:5][CH2:6][CH3:7])OCC.[H-].[Na+].[F:11][C:12]1[CH:17]=[CH:16][C:15]([C:18](=[O:20])[CH3:19])=[CH:14][CH:13]=1.Cl. The catalyst is O1CCCC1. The yield is 0.950. (2) The reactants are [F:1][C:2]1[CH:11]=[C:10]2[C:5]([C:6](=[O:17])[C:7]([C:12]([O:14]CC)=[O:13])=[CH:8][NH:9]2)=[CH:4][C:3]=1[O:18][CH3:19].[OH-].[Na+].Cl. No catalyst specified. The product is [F:1][C:2]1[CH:11]=[C:10]2[C:5]([C:6](=[O:17])[C:7]([C:12]([OH:14])=[O:13])=[CH:8][NH:9]2)=[CH:4][C:3]=1[O:18][CH3:19]. The yield is 0.140. (3) The reactants are [CH3:1][O:2][C:3](=[O:17])[CH:4]([NH:7][C:8](=[O:16])[C:9]1[CH:14]=[CH:13][CH:12]=[C:11]([Cl:15])[CH:10]=1)[CH2:5]O.BrC(Cl)(Cl)Cl.C1CCN2C(=NCCC2)CC1. The catalyst is C(Cl)Cl. The product is [CH3:1][O:2][C:3]([C:4]1[N:7]=[C:8]([C:9]2[CH:14]=[CH:13][CH:12]=[C:11]([Cl:15])[CH:10]=2)[O:16][CH:5]=1)=[O:17]. The yield is 0.590. (4) The reactants are [OH:1][CH:2]([CH3:14])[CH2:3][C:4]1[O:8][N:7]=[C:6]([C:9]([O:11][CH2:12][CH3:13])=[O:10])[CH:5]=1.CC(C)=O.OS(O)(=O)=O.O=[Cr](=O)=O.CO.O. The catalyst is CC(C)=O. The product is [O:1]=[C:2]([CH3:14])[CH2:3][C:4]1[O:8][N:7]=[C:6]([C:9]([O:11][CH2:12][CH3:13])=[O:10])[CH:5]=1. The yield is 0.930. (5) The reactants are C([O:8][C:9]1[CH:10]=[C:11]2[C:16](=[CH:17][CH:18]=1)[C:15](=[O:19])[N:14]([CH2:20][CH:21]([CH3:23])[CH3:22])[C:13]([CH2:24][NH:25][C:26](=[O:32])[O:27][C:28]([CH3:31])([CH3:30])[CH3:29])=[C:12]2[C:33]1[CH:38]=[CH:37][CH:36]=[C:35]([F:39])[CH:34]=1)C1C=CC=CC=1. The catalyst is O1CCCC1.C(O)C.[C].[Pd]. The product is [F:39][C:35]1[CH:34]=[C:33]([C:12]2[C:11]3[C:16](=[CH:17][CH:18]=[C:9]([OH:8])[CH:10]=3)[C:15](=[O:19])[N:14]([CH2:20][CH:21]([CH3:22])[CH3:23])[C:13]=2[CH2:24][NH:25][C:26](=[O:32])[O:27][C:28]([CH3:29])([CH3:31])[CH3:30])[CH:38]=[CH:37][CH:36]=1. The yield is 0.962.